Dataset: Reaction yield outcomes from USPTO patents with 853,638 reactions. Task: Predict the reaction yield, written as a fraction of the theoretical maximum amount of product (1.0 means a 100% yield; for example, 0.34 means a 34% yield). (1) The reactants are C([O:3][C:4]([C:6]1[C:10]([CH3:11])=[C:9]([CH:12]=[O:13])[NH:8][C:7]=1[CH3:14])=[O:5])C.[OH-].[K+].O. The catalyst is CO. The product is [CH:12]([C:9]1[NH:8][C:7]([CH3:14])=[C:6]([C:4]([OH:5])=[O:3])[C:10]=1[CH3:11])=[O:13]. The yield is 0.935. (2) The reactants are [Cl:1][C:2]1[CH:7]=[CH:6][C:5]([O:8][CH2:9][CH:10](OCC)OCC)=[CH:4][CH:3]=1. The catalyst is ClC1C=CC=CC=1. The product is [Cl:1][C:2]1[CH:3]=[CH:4][C:5]2[O:8][CH:9]=[CH:10][C:6]=2[CH:7]=1. The yield is 0.660. (3) The reactants are Cl.[S:2]1[C:6]([CH2:7][O:8][C:9](=[O:20])OC2C=CC([N+]([O-])=O)=CC=2)=[CH:5][N:4]=[CH:3]1.C([O-])(O)=O.[Na+].[CH3:26][O:27][C:28](=[O:38])[C@@H:29]([NH2:37])[CH2:30][C:31]1[CH:36]=[CH:35][CH:34]=[CH:33][CH:32]=1.CCN(CC)CC. The catalyst is CCOC(C)=O.O.CN(C1C=CN=CC=1)C. The product is [S:2]1[C:6]([CH2:7][O:8][C:9]([NH:37][C@H:29]([C:28]([O:27][CH3:26])=[O:38])[CH2:30][C:31]2[CH:36]=[CH:35][CH:34]=[CH:33][CH:32]=2)=[O:20])=[CH:5][N:4]=[CH:3]1. The yield is 0.540. (4) The yield is 0.710. The reactants are CC(OC1C=CC=C(OC(C)C)C=1C1C(P(C2CCCCC2)C2CCCCC2)=CC=CC=1)C.[Li+].C[Si]([N-][Si](C)(C)C)(C)C.[Si:44]([O:51][CH2:52][C:53]1([CH2:70][O:71][Si:72]([C:75]([CH3:78])([CH3:77])[CH3:76])([CH3:74])[CH3:73])[CH2:69][C:56]2=[CH:57][C:58]3[C:63]([C:64]([C:65](=[O:67])[CH3:66])=[C:55]2[CH2:54]1)=[CH:62][CH:61]=[CH:60][C:59]=3Cl)([C:47]([CH3:50])([CH3:49])[CH3:48])([CH3:46])[CH3:45].CCCCCC.CCOCC.[CH3:90][NH:91][CH3:92]. The catalyst is C1COCC1. The product is [Si:44]([O:51][CH2:52][C:53]1([CH2:70][O:71][Si:72]([C:75]([CH3:78])([CH3:77])[CH3:76])([CH3:74])[CH3:73])[CH2:69][C:56]2=[CH:57][C:58]3[C:63]([C:64]([C:65](=[O:67])[CH3:66])=[C:55]2[CH2:54]1)=[CH:62][CH:61]=[CH:60][C:59]=3[N:91]([CH3:92])[CH3:90])([C:47]([CH3:50])([CH3:49])[CH3:48])([CH3:46])[CH3:45]. (5) The reactants are [BH4-].[Na+].[O:3]=[C:4]1[CH2:18][C@@H:7]2[CH2:8][N:9]([C:11]([O:13][C:14]([CH3:17])([CH3:16])[CH3:15])=[O:12])[CH2:10][C@@H:6]2[CH2:5]1. The catalyst is CO. The product is [OH:3][CH:4]1[CH2:18][C@@H:7]2[CH2:8][N:9]([C:11]([O:13][C:14]([CH3:16])([CH3:15])[CH3:17])=[O:12])[CH2:10][C@@H:6]2[CH2:5]1. The yield is 0.980. (6) The reactants are [NH2:1][C:2]([C:4]1[CH:9]=[CH:8][C:7](B(O)O)=[CH:6][CH:5]=1)=[O:3].Br[C:14]1[CH:19]=[CH:18][CH:17]=[CH:16][C:15]=1[CH2:20][NH:21][S:22]([C:25]1[CH:30]=[CH:29][CH:28]=[CH:27][C:26]=1[O:31][CH3:32])(=[O:24])=[O:23].C([O-])([O-])=O.[Na+].[Na+]. The catalyst is C1C=CC(P(C2C=CC=CC=2)C2C=CC=CC=2)=CC=1.C1C=CC(P(C2C=CC=CC=2)C2C=CC=CC=2)=CC=1.Cl[Pd]Cl.C(#N)C. The product is [CH3:32][O:31][C:26]1[CH:27]=[CH:28][CH:29]=[CH:30][C:25]=1[S:22]([NH:21][CH2:20][C:15]1[CH:16]=[CH:17][CH:18]=[CH:19][C:14]=1[C:7]1[CH:8]=[CH:9][C:4]([C:2]([NH2:1])=[O:3])=[CH:5][CH:6]=1)(=[O:23])=[O:24]. The yield is 0.790. (7) The reactants are [C:1]([N:5]1[CH2:10][CH2:9][CH:8]([NH:11][C:12]2[N:21]=[CH:20][C:19]3[CH2:18][CH2:17][C:16]4[C:22]([C:26]([NH:28][C:29]5[C:34]([CH2:35][CH3:36])=[CH:33][CH:32]=[CH:31][C:30]=5[CH2:37][CH3:38])=[O:27])=[N:23][N:24]([CH3:25])[C:15]=4[C:14]=3[N:13]=2)[CH2:7][CH2:6]1)(=[O:4])[CH:2]=[CH2:3].[CH3:39][NH2:40]. The catalyst is O1CCCC1.ClCCl.CO.[OH-].[NH4+]. The product is [CH2:37]([C:30]1[CH:31]=[CH:32][CH:33]=[C:34]([CH2:35][CH3:36])[C:29]=1[NH:28][C:26]([C:22]1[C:16]2[CH2:17][CH2:18][C:19]3[CH:20]=[N:21][C:12]([NH:11][CH:8]4[CH2:7][CH2:6][N:5]([C:1](=[O:4])[CH2:2][CH2:3][NH:40][CH3:39])[CH2:10][CH2:9]4)=[N:13][C:14]=3[C:15]=2[N:24]([CH3:25])[N:23]=1)=[O:27])[CH3:38]. The yield is 0.770.